From a dataset of Forward reaction prediction with 1.9M reactions from USPTO patents (1976-2016). Predict the product of the given reaction. (1) The product is: [OH:1][C:2]1[CH:19]=[CH:18][C:5]2[NH:6][C:7]([CH2:12][C:13]([O:15][CH2:16][CH3:17])=[O:14])=[N:8][S:9](=[O:11])(=[O:10])[C:4]=2[C:3]=1[N+:20]([O-:22])=[O:21]. Given the reactants [OH:1][C:2]1[CH:19]=[CH:18][C:5]2[NH:6][C:7]([CH2:12][C:13]([O:15][CH2:16][CH3:17])=[O:14])=[N:8][S:9](=[O:11])(=[O:10])[C:4]=2[CH:3]=1.[N+:20]([O-])([OH:22])=[O:21].[N+]([O-])(O)=O.C(O)(=O)C, predict the reaction product. (2) Given the reactants Br[C:2]1[CH:7]=[CH:6][C:5]([N:8]2[C:12]([CH2:13][C@@H:14]3[CH2:18][CH2:17][N:16]([C:19]([CH:21]4[CH2:23][CH2:22]4)=[O:20])[CH2:15]3)=[N:11][NH:10][C:9]2=[O:24])=[C:4]([C:25]([F:28])([F:27])[F:26])[CH:3]=1.[C:29](=[O:32])([O-])[O-].[Cs+].[Cs+], predict the reaction product. The product is: [O:32]1[C:29]2[CH:5]=[CH:6][C:7]([C:2]3[CH:7]=[CH:6][C:5]([N:8]4[C:12]([CH2:13][C@@H:14]5[CH2:18][CH2:17][N:16]([C:19]([CH:21]6[CH2:22][CH2:23]6)=[O:20])[CH2:15]5)=[N:11][NH:10][C:9]4=[O:24])=[C:4]([C:25]([F:28])([F:26])[F:27])[CH:3]=3)=[CH:2][C:3]=2[CH:4]=[CH:25]1. (3) Given the reactants C[O:2][C:3](=[O:25])[C:4]1[CH:9]=[CH:8][C:7]([NH:10][CH:11]([CH2:14][CH3:15])[CH2:12][CH3:13])=[C:6]([NH:16][C:17](=O)[CH2:18][C:19]2[O:23][N:22]=[CH:21][CH:20]=2)[CH:5]=1.Cl.O, predict the reaction product. The product is: [CH2:12]([CH:11]([N:10]1[C:7]2[CH:8]=[CH:9][C:4]([C:3]([OH:2])=[O:25])=[CH:5][C:6]=2[N:16]=[C:17]1[CH2:18][C:19]1[O:23][N:22]=[CH:21][CH:20]=1)[CH2:14][CH3:15])[CH3:13]. (4) The product is: [CH2:1]([N:8]1[CH2:13][CH2:12][C@@H:11]([CH3:14])[C@@H:10]([N:15]2[C:19]3=[C:20]4[CH:26]=[CH:25][NH:24][C:21]4=[N:22][CH:23]=[C:18]3[CH:17]=[CH:16]2)[CH2:9]1)[C:2]1[CH:3]=[CH:4][CH:5]=[CH:6][CH:7]=1. Given the reactants [CH2:1]([N:8]1[CH2:13][CH2:12][C@@H:11]([CH3:14])[C@@H:10]([N:15]2[C:19]3=[C:20]4[CH:26]=[CH:25][N:24](COCC[Si](C)(C)C)[C:21]4=[N:22][CH:23]=[C:18]3[CH:17]=[CH:16]2)[CH2:9]1)[C:2]1[CH:7]=[CH:6][CH:5]=[CH:4][CH:3]=1.C(O)(C(F)(F)F)=O.C(=O)([O-])O.[Na+], predict the reaction product. (5) Given the reactants [C:1]1([C:6]([CH2:8][C:9]([O:11][CH3:12])=[O:10])=O)[S:5][CH:4]=[CH:3][CH:2]=1.C([O-])=O.[NH4+:16], predict the reaction product. The product is: [NH2:16][C:6]([C:1]1[S:5][CH:4]=[CH:3][CH:2]=1)=[CH:8][C:9]([O:11][CH3:12])=[O:10]. (6) Given the reactants O[C:2]1[C:7]([C:8]2[CH:16]=[CH:15][C:14]([N+:17]([O-:19])=[O:18])=[CH:13][C:9]=2[C:10]([OH:12])=[O:11])=[CH:6][CH:5]=[CH:4][N:3]=1.C(N(CC)C(C)C)(C)C.F[P-](F)(F)(F)(F)F.N1(OC(N(C)C)=[N+](C)C)C2N=CC=CC=2N=N1.C(OCC)(=O)C, predict the reaction product. The product is: [N+:17]([C:14]1[CH:15]=[CH:16][C:8]2[C:7]3[C:2](=[N:3][CH:4]=[CH:5][CH:6]=3)[O:11][C:10](=[O:12])[C:9]=2[CH:13]=1)([O-:19])=[O:18].